This data is from Forward reaction prediction with 1.9M reactions from USPTO patents (1976-2016). The task is: Predict the product of the given reaction. (1) The product is: [N+:13]([C:9]1[CH:10]=[CH:11][CH:12]=[C:3]2[C:4]=1[C:5](=[O:7])[N:36]([CH2:35][CH2:34][C:25]1[CH:26]=[CH:27][C:28]3[C:33](=[CH:32][CH:31]=[CH:30][CH:29]=3)[N:24]=1)[CH2:2]2)([O-:15])=[O:14]. Given the reactants Br[CH2:2][C:3]1[CH:12]=[CH:11][CH:10]=[C:9]([N+:13]([O-:15])=[O:14])[C:4]=1[C:5]([O:7]C)=O.C([O-])([O-])=O.[K+].[K+].Cl.Cl.[N:24]1[C:33]2[C:28](=[CH:29][CH:30]=[CH:31][CH:32]=2)[CH:27]=[CH:26][C:25]=1[CH2:34][CH2:35][NH2:36], predict the reaction product. (2) Given the reactants Br[C:2]1[CH:7]=[CH:6][C:5]([C@H:8]([C:16]2[CH:21]=[CH:20][C:19]([F:22])=[CH:18][CH:17]=2)[NH:9][S@:10]([C:12]([CH3:15])([CH3:14])[CH3:13])=[O:11])=[CH:4][CH:3]=1.[CH3:23][PH:24]([O-])([O-:28])[O:25][CH2:26][CH3:27].CCN(CC)CC, predict the reaction product. The product is: [CH3:13][C:12]([CH3:15])([S@@:10]([NH:9][C@@H:8]([C:16]1[CH:21]=[CH:20][C:19]([F:22])=[CH:18][CH:17]=1)[C:5]1[CH:6]=[CH:7][C:2]([P:24]([CH3:23])(=[O:28])[O:25][CH2:26][CH3:27])=[CH:3][CH:4]=1)=[O:11])[CH3:14]. (3) Given the reactants C[S:2](Cl)(=[O:4])=[O:3].[NH:6]1[CH2:11][CH:10]=[C:9]([C:12]2[CH:17]=[CH:16][C:15]([NH:18][C:19]([N:21]3[CH2:29][C:28]4[C:23](=[CH:24][CH:25]=[CH:26][CH:27]=4)[CH2:22]3)=[O:20])=[CH:14][CH:13]=2)[CH2:8][CH2:7]1.N[C:31]1C=C2C(=[CH:38][CH:39]=1)CN(C(NC1C=CC(C(=O)NCCC)=CC=1)=O)C2, predict the reaction product. The product is: [CH:39]([S:2]([N:6]1[CH2:7][CH:8]=[C:9]([C:12]2[CH:17]=[CH:16][C:15]([NH:18][C:19]([N:21]3[CH2:22][C:23]4[C:28](=[CH:27][CH:26]=[CH:25][CH:24]=4)[CH2:29]3)=[O:20])=[CH:14][CH:13]=2)[CH2:10][CH2:11]1)(=[O:4])=[O:3])([CH3:38])[CH3:31]. (4) Given the reactants [Cl:1][C:2]1[N:3]=[CH:4][N:5]([C:7]2[CH:12]=[CH:11][C:10]([NH:13][C:14]3[N:15]=[C:16]([NH:30][CH3:31])[C:17]4[CH2:22][CH2:21][CH:20]([C:23]5[CH:28]=[CH:27][C:26]([Cl:29])=[CH:25][CH:24]=5)[C:18]=4[N:19]=3)=[CH:9][C:8]=2[O:32][CH3:33])[CH:6]=1.CO.CO.C(Cl)(Cl)Cl, predict the reaction product. The product is: [Cl:1][C:2]1[N:3]=[CH:4][N:5]([C:7]2[CH:12]=[CH:11][C:10]([NH:13][C:14]3[N:15]=[C:16]([NH:30][CH3:31])[C:17]4[CH2:22][CH2:21][C@H:20]([C:23]5[CH:28]=[CH:27][C:26]([Cl:29])=[CH:25][CH:24]=5)[C:18]=4[N:19]=3)=[CH:9][C:8]=2[O:32][CH3:33])[CH:6]=1. (5) Given the reactants B([CH:8]1[CH2:13][CH2:12][CH2:11][CH2:10][CH2:9]1)[CH:8]1[CH2:13][CH2:12][CH2:11][CH2:10][CH2:9]1.C#CCCCC.[Zn](CC)CC.[CH:25](=[O:29])[CH:26]([CH3:28])[CH3:27], predict the reaction product. The product is: [CH3:27][CH:26]([C@H:25]([OH:29])[CH:9]=[CH:10][CH2:11][CH2:12][CH2:13][CH3:8])[CH3:28].